The task is: Binary Classification. Given a miRNA mature sequence and a target amino acid sequence, predict their likelihood of interaction.. This data is from Experimentally validated miRNA-target interactions with 360,000+ pairs, plus equal number of negative samples. (1) The miRNA is rno-miR-181b-5p with sequence AACAUUCAUUGCUGUCGGUGGGU. The protein sequence of the target gene is MGGCEVREFLLQFGFFLPLLTAWPGDCSHVSNNQVVLLDTTTVLGELGWKTYPLNGWDAITEMDEHNRPIHTYQVCNVMEPNQNNWLRTNWISRDAAQKIYVEMKFTLRDCNSIPWVLGTCKETFNLFYMESDESHGIKFKPNQYTKIDTIAADESFTQMDLGDRILKLNTEIREVGPIERKGFYLAFQDIGACIALVSVRVFYKKCPFTVRNLAMFPDTIPRVDSSSLVEVRGSCVKSAEERDTPKLYCGADGDWLVPLGRCICSTGYEEIEGSCHACRPGFYKAFAGNTKCSKCPPHS.... Result: 0 (no interaction). (2) The miRNA is hsa-miR-6816-3p with sequence GAAGGACCUGCACCUUCG. The protein sequence of the target gene is MAMAYLAWRLARRSCPSSLQVTSFPVVQLHMNRTAMRASQKDFENSMNQVKLLKKDPGNEVKLKLYALYKQATEGPCNMPKPGVFDLINKAKWDAWNALGSLPKEAARQNYVDLVSSLSPSLESSSQVEPGTDRKSTGFETLVVTSEDGITKIMFNRPKKKNAINTEMYHEIMRALKAASKDDSIITVLTGNGDYYSSGNDLTNFTDIPPGGVEEKAKNNAVLLREFVGCFIDFPKPLIAVVNGPAVGISVTLLGLFDAVYASDRATFHTPFSHLGQSPEGCSSYTFPKIMSPAKATEML.... Result: 0 (no interaction). (3) The miRNA is mmu-miR-599 with sequence UUGUGUCAGUUUAUCAAAC. The protein sequence of the target gene is MPWSSRGALLRDLVLGVLGTAAFLLDLGTDLWAAVQYALGGRYLWAALVLALLGLASVALQLFSWLWLRADPAGLHGSQPPRRCLALLHLLQLGYLYRCVQELRQGLLVWQQEEPSEFDLAYADFLALDISMLRLFETFLETAPQLTLVLAIMLQSGRAEYYQWVGICTSFLGISWALLDYHRALRTCLPSKPLLGLGSSVIYFLWNLLLLWPRVLAVALFSALFPSYVALHFLGLWLVLLLWVWLQGTDFMPDPSSEWLYRVTVATILYFSWFNVAEGRTRGRAIIHFAFLLSDSILLV.... Result: 0 (no interaction). (4) The miRNA is hsa-miR-125b-5p with sequence UCCCUGAGACCCUAACUUGUGA. The protein sequence of the target gene is MSHRKFSAPRHGSLGFLPRKRSSRHRGKVKSFPKDDPSKPVHLTAFLGYKAGMTHIVREVDRPGSKVNKKEVVEAVTIVETPPMVVVGIVGYVETPRGLRTFKTVFAEHISDECKRRFYKNWHKSKKKAFTKYCKKWQDEDGKKQLEKDFSSMKKYCQVIRVIAHTQMRLLPLRQKKAHLMEIQVNGGTVAEKLDWARERLEQQVPVNQVFGQDEMIDVIGVTKGKGYKGVTSRWHTKKLPRKTHRGLRKVACIGAWHPARVAFSVARAGQKGYHHRTEINKKIYKIGQGYLIKDGKLIK.... Result: 1 (interaction). (5) The miRNA is mmu-miR-329-3p with sequence AACACACCCAGCUAACCUUUUU. The protein sequence of the target gene is MPALPLDQLQITHKDPKTGKLRTSPALHPEQKADRYFVLYKPPPKDNIPALVEEYLERATFVANDLDWLLALPHDKFWCQVIFDETLQKCLDSYLRYVPRKFDEGVASAPEVVDMQKRLHRSVFLTFLRMSTHKESKDHFISPSAFGEILYNNFLFDIPKILDLCVLFGKGNSPLLQKMIGNIFTQQPSYYSDLDETLPTILQVFSNILQHCGLQGDGANTTPQKLEERGRLTPSDMPLLELKDIVLYLCDTCTTLWAFLDIFPLACQTFQKHDFCYRLASFYEAAIPEMESAIKKRRLE.... Result: 0 (no interaction). (6) The miRNA is ssc-miR-204 with sequence UUCCCUUUGUCAUCCUAUGCCU. The protein sequence of the target gene is MIASCLYYLLLPAARLFRFLSDAFFTCRKNALLAKSSSPQVEGNFAMAPRGPDQEECEGLLQQWREEGWNQTPSTASEGPLADKGLAESSLALLMDNSGEQDAASEDKWSSRQLSDLRAAENLNQPFPEVLGEEPLAEVEGPLWAAVPVQTGPQYADCAVLPMGAMAAEQWEEDPAMVAWSIAPEPMPQEETSMWPFEGLEQLQPPPMEIPYHEILWREWEDFSTQPDAQGLEAGDGPQFQFTLMSYNILAQDLMQQSSELYLHCHPDILNWNYRFANLMQEFQHWDPDILCLQEVQEDH.... Result: 0 (no interaction).